From a dataset of Reaction yield outcomes from USPTO patents with 853,638 reactions. Predict the reaction yield, written as a fraction of the theoretical maximum amount of product (1.0 means a 100% yield; for example, 0.34 means a 34% yield). (1) The reactants are [Cl:1][C:2]1[CH:10]=[C:6]([C:7]([OH:9])=O)[C:5]([OH:11])=[CH:4][CH:3]=1.[NH2:12][C:13]1[S:14][CH:15]=[C:16]([C:18]2[CH:23]=[C:22]([F:24])[CH:21]=[CH:20][C:19]=2[F:25])[N:17]=1. No catalyst specified. The product is [Cl:1][C:2]1[CH:3]=[CH:4][C:5]([OH:11])=[C:6]([CH:10]=1)[C:7]([NH:12][C:13]1[S:14][CH:15]=[C:16]([C:18]2[CH:23]=[C:22]([F:24])[CH:21]=[CH:20][C:19]=2[F:25])[N:17]=1)=[O:9]. The yield is 0.365. (2) The reactants are [C:1]([C:5]1[NH:6][C:7]2[C:12]([CH:13]=1)=[C:11]([F:14])[C:10]([N+:15]([O-])=O)=[CH:9][CH:8]=2)([CH3:4])([CH3:3])[CH3:2].[BH4-].[Na+].O. The catalyst is CO.Cl[Ni]Cl. The product is [C:1]([C:5]1[NH:6][C:7]2[C:12]([CH:13]=1)=[C:11]([F:14])[C:10]([NH2:15])=[CH:9][CH:8]=2)([CH3:4])([CH3:2])[CH3:3]. The yield is 0.500. (3) The catalyst is CCO. The product is [C:18]([O:17][C:15]([N:12]1[CH2:13][CH2:14][N:9]([C:6]2[CH:7]=[CH:8][C:3]([C:1]([OH:26])=[O:23])=[CH:4][C:5]=2[CH3:22])[CH2:10][CH2:11]1)=[O:16])([CH3:21])([CH3:20])[CH3:19]. The yield is 0.920. The reactants are [C:1]([C:3]1[CH:8]=[CH:7][C:6]([N:9]2[CH2:14][CH2:13][N:12]([C:15]([O:17][C:18]([CH3:21])([CH3:20])[CH3:19])=[O:16])[CH2:11][CH2:10]2)=[C:5]([CH3:22])[CH:4]=1)#N.[OH-:23].[Na+].Cl.[OH2:26]. (4) The reactants are Br[C:2]1[CH:3]=[C:4]([C:8]2([CH2:21][O:22][CH2:23][C:24]3[CH:25]=[C:26]([C:34]4[CH:39]=[CH:38][C:37]([C:40]#[N:41])=[CH:36][CH:35]=4)[CH:27]=[C:28]([C:30]([F:33])([F:32])[F:31])[CH:29]=3)[CH2:13][CH2:12][N:11]([C:14]([O:16][C:17]([CH3:20])([CH3:19])[CH3:18])=[O:15])[CH2:10][CH2:9]2)[CH:5]=[CH:6][CH:7]=1.[CH3:42][N:43](C)C=O. The catalyst is [C-]#N.[Zn+2].[C-]#N. The product is [C:40]([C:37]1[CH:38]=[CH:39][C:34]([C:26]2[CH:27]=[C:28]([C:30]([F:33])([F:32])[F:31])[CH:29]=[C:24]([CH2:23][O:22][CH2:21][C:8]3([C:4]4[CH:5]=[CH:6][CH:7]=[C:2]([C:42]#[N:43])[CH:3]=4)[CH2:13][CH2:12][N:11]([C:14]([O:16][C:17]([CH3:20])([CH3:19])[CH3:18])=[O:15])[CH2:10][CH2:9]3)[CH:25]=2)=[CH:35][CH:36]=1)#[N:41]. The yield is 0.610. (5) The reactants are [C:1]1([C:7]2[C:16]3[C:11](=[CH:12][CH:13]=[CH:14][CH:15]=3)[CH:10]=[CH:9][C:8]=2[OH:17])[CH:6]=[CH:5][CH:4]=[CH:3][CH:2]=1.C([Li])CCC.[Cl-:23].[Cl-:24].[Cl-].[CH3:26][C:27]1[C:31]([Ti+3:33])([CH3:32])[C:30]([CH3:34])=[C:29]([CH3:35])[C:28]=1[CH3:36]. The catalyst is C1(C)C=CC=CC=1. The product is [Cl:23][Ti:33]([Cl:24])([C:31]1([CH3:32])[C:27]([CH3:26])=[C:28]([CH3:36])[C:29]([CH3:35])=[C:30]1[CH3:34])[O:17][C:8]1[CH:9]=[CH:10][C:11]2[C:16](=[CH:15][CH:14]=[CH:13][CH:12]=2)[C:7]=1[C:1]1[CH:2]=[CH:3][CH:4]=[CH:5][CH:6]=1. The yield is 0.582. (6) The reactants are Cl[CH2:2][CH2:3][O:4][C:5]1[C:13]2[C:8](=[N:9][CH:10]=[N:11][C:12]=2[NH:14][C:15]2[CH:20]=[CH:19][C:18]([O:21][CH2:22][C:23]3[CH:28]=[CH:27][CH:26]=[CH:25][N:24]=3)=[C:17]([CH3:29])[CH:16]=2)[NH:7][N:6]=1.[CH3:30][N:31]1[CH2:36][CH2:35][NH:34][CH2:33][CH2:32]1. No catalyst specified. The product is [CH3:30][N:31]1[CH2:36][CH2:35][N:34]([CH2:2][CH2:3][O:4][C:5]2[C:13]3[C:8](=[N:9][CH:10]=[N:11][C:12]=3[NH:14][C:15]3[CH:20]=[CH:19][C:18]([O:21][CH2:22][C:23]4[CH:28]=[CH:27][CH:26]=[CH:25][N:24]=4)=[C:17]([CH3:29])[CH:16]=3)[NH:7][N:6]=2)[CH2:33][CH2:32]1. The yield is 0.280.